The task is: Predict which catalyst facilitates the given reaction.. This data is from Catalyst prediction with 721,799 reactions and 888 catalyst types from USPTO. (1) Reactant: [OH:1][C@H:2]1[CH2:6][CH2:5][N:4]([C:7]2[C:8]3[CH:31]=[CH:30][N:29](S(C4C=CC(C)=CC=4)(=O)=O)[C:9]=3[N:10]=[C:11]([NH:13][C:14]3[CH:19]=[CH:18][C:17]([N:20]4[CH2:25][CH2:24][N:23]([C:26](=[O:28])[CH3:27])[CH2:22][CH2:21]4)=[CH:16][CH:15]=3)[N:12]=2)[CH2:3]1.[OH-].[K+]. Product: [N:20]1([C:17]2[CH:18]=[CH:19][C:14]([NH:13][C:11]3[N:12]=[C:7]([N:4]4[CH2:5][CH2:6][C@H:2]([OH:1])[CH2:3]4)[C:8]4[CH:31]=[CH:30][NH:29][C:9]=4[N:10]=3)=[CH:15][CH:16]=2)[CH2:21][CH2:22][NH:23][CH2:24][CH2:25]1.[OH:1][C@H:2]1[CH2:6][CH2:5][N:4]([C:7]2[C:8]3[CH:31]=[CH:30][NH:29][C:9]=3[N:10]=[C:11]([NH:13][C:14]3[CH:19]=[CH:18][C:17]([N:20]4[CH2:25][CH2:24][N:23]([C:26](=[O:28])[CH3:27])[CH2:22][CH2:21]4)=[CH:16][CH:15]=3)[N:12]=2)[CH2:3]1. The catalyst class is: 5. (2) Reactant: [Br:1][C:2]1[CH:3]=[C:4]([NH2:10])[C:5]([NH2:9])=[CH:6][C:7]=1[F:8].[C:11]([O:15][C:16]([N:18]1[CH2:22][CH2:21][CH2:20][C@H:19]1[C:23](O)=O)=[O:17])([CH3:14])([CH3:13])[CH3:12].CN(C(ON1N=NC2C=CC=NC1=2)=[N+](C)C)C.F[P-](F)(F)(F)(F)F.C(N(C(C)C)CC)(C)C. Product: [Br:1][C:2]1[C:7]([F:8])=[CH:6][C:5]2[N:9]=[C:23]([C@@H:19]3[CH2:20][CH2:21][CH2:22][N:18]3[C:16]([O:15][C:11]([CH3:12])([CH3:14])[CH3:13])=[O:17])[NH:10][C:4]=2[CH:3]=1. The catalyst class is: 197. (3) Reactant: [NH2:1][C:2]1[CH:3]=[C:4]([C:16](=[O:18])[CH3:17])[CH:5]=[CH:6][C:7]=1[O:8][CH2:9][C:10]1[CH:15]=[CH:14][CH:13]=[CH:12][CH:11]=1.[CH:19]([S:22](Cl)(=[O:24])=[O:23])([CH3:21])[CH3:20]. Product: [C:16]([C:4]1[CH:5]=[CH:6][C:7]([O:8][CH2:9][C:10]2[CH:15]=[CH:14][CH:13]=[CH:12][CH:11]=2)=[C:2]([NH:1][S:22]([CH:19]([CH3:21])[CH3:20])(=[O:24])=[O:23])[CH:3]=1)(=[O:18])[CH3:17]. The catalyst class is: 202. (4) Product: [NH2:34][C:13]1[N:12]=[C:11]([NH:20][C@H:21]2[C@@H:25]3[O:26][C:27]([CH3:29])([CH3:30])[O:28][C@@H:24]3[C@@H:23]([CH2:31][OH:32])[CH2:22]2)[C:10]([C:2]2[S:1][C:5]3[CH:6]=[CH:7][CH:8]=[CH:9][C:4]=3[N:3]=2)=[CH:15][N:14]=1. The catalyst class is: 12. Reactant: [S:1]1[C:5]2[CH:6]=[CH:7][CH:8]=[CH:9][C:4]=2[N:3]=[C:2]1[C:10]1[C:11]([NH:20][C@H:21]2[C@@H:25]3[O:26][C:27]([CH3:30])([CH3:29])[O:28][C@@H:24]3[C@@H:23]([CH2:31][OH:32])[CH2:22]2)=[N:12][C:13](S(C)(=O)=O)=[N:14][CH:15]=1.[OH-].[NH4+:34].O. (5) Reactant: [OH-].[K+].[C:3](=[S:5])=S.[Cl:6][C:7]1[CH:8]=[C:9]([NH2:15])[C:10]([NH2:14])=[CH:11][C:12]=1[I:13]. Product: [Cl:6][C:7]1[C:12]([I:13])=[CH:11][C:10]2[NH:14][C:3](=[S:5])[NH:15][C:9]=2[CH:8]=1. The catalyst class is: 315. (6) Reactant: [OH:1][CH2:2][CH2:3][N:4](C)[C:5](=O)OC(C)(C)C.[C:13]([Cl:19])(=[O:18])[O:14][CH:15]([CH3:17])[CH3:16].N1C=CC=CC=1. Product: [ClH:19].[C:13](=[O:18])([O:1][CH2:2][CH2:3][NH:4][CH3:5])[O:14][CH:15]([CH3:17])[CH3:16]. The catalyst class is: 13. (7) The catalyst class is: 149. Product: [F:37][C:34]([F:35])([F:36])[C:31]1[CH:32]=[CH:33][C:28]([O:27][CH2:26][C:9]2[NH:8][C:12]3[CH:13]=[CH:14][C:15]([C:46]4[CH:47]=[CH:48][CH:49]=[CH:50][C:45]=4[S:42]([CH2:40][CH2:39][OH:52])(=[O:44])=[O:43])=[CH:16][C:11]=3[N:10]=2)=[CH:29][CH:30]=1. Reactant: C(OC([N:8]1[C:12]2[CH:13]=[CH:14][C:15](B3OC(C)(C)C(C)(C)O3)=[CH:16][C:11]=2[N:10]=[C:9]1[CH2:26][O:27][C:28]1[CH:33]=[CH:32][C:31]([C:34]([F:37])([F:36])[F:35])=[CH:30][CH:29]=1)=O)(C)(C)C.Br[CH2:39][CH:40]([S:42]([C:45]1[CH:50]=[CH:49][CH:48]=[CH:47][CH:46]=1)(=[O:44])=[O:43])O.C(=O)([O-])[O-:52].[Na+].[Na+].